Task: Predict the reaction yield, written as a fraction of the theoretical maximum amount of product (1.0 means a 100% yield; for example, 0.34 means a 34% yield).. Dataset: Reaction yield outcomes from USPTO patents with 853,638 reactions The reactants are [CH3:1][O:2][C:3]1[CH:8]=[C:7]([O:9][CH3:10])[C:6]([N+:11]([O-])=O)=[CH:5][C:4]=1[CH3:14]. The catalyst is CCO.CCOC(C)=O.[Pd]. The product is [CH3:10][O:9][C:7]1[CH:8]=[C:3]([O:2][CH3:1])[C:4]([CH3:14])=[CH:5][C:6]=1[NH2:11]. The yield is 1.00.